Dataset: Full USPTO retrosynthesis dataset with 1.9M reactions from patents (1976-2016). Task: Predict the reactants needed to synthesize the given product. (1) Given the product [CH3:1][O:2][C:3]1[N:8]=[CH:7][C:6]([C:9]2[O:18][C:12]3[CH:13]=[C:14]([OH:17])[CH:15]=[CH:16][C:11]=3[N:10]=2)=[CH:5][CH:4]=1, predict the reactants needed to synthesize it. The reactants are: [CH3:1][O:2][C:3]1[N:8]=[CH:7][C:6]([CH:9]=[N:10][C:11]2[CH:16]=[CH:15][C:14]([OH:17])=[CH:13][C:12]=2[OH:18])=[CH:5][CH:4]=1.C(C1C(=O)C(Cl)=C(Cl)C(=O)C=1C#N)#N. (2) The reactants are: [CH:1]1([C:7]2[N:12]([C:13]3[CH:18]=[CH:17][CH:16]=[CH:15][CH:14]=3)[C:11](=[O:19])[CH:10]=[C:9]([OH:20])[N:8]=2)[CH2:6][CH2:5][CH2:4][CH2:3][CH2:2]1.[Cl-].C[Al+]C.CCCCCC.[NH2:31][C:32]1C=CC=CC=1.C1(C#N)CCCCC1.C(OCC)(=O)[CH2:47][C:48]([O:50]CC)=[O:49].C[O-:58].[Na+]. Given the product [CH:1]1([C:7]2[N:12]([C:13]3[CH:14]=[CH:15][CH:16]=[CH:17][CH:18]=3)[C:11](=[O:19])[C:10]([C:32]([NH:31][CH2:47][C:48]([OH:50])=[O:49])=[O:58])=[C:9]([OH:20])[N:8]=2)[CH2:2][CH2:3][CH2:4][CH2:5][CH2:6]1, predict the reactants needed to synthesize it. (3) Given the product [N:10]1[CH:15]=[C:14]([C:2]2[N:7]=[CH:6][C:5]([CH:8]=[O:9])=[CH:4][CH:3]=2)[CH:13]=[N:12][CH:11]=1, predict the reactants needed to synthesize it. The reactants are: Cl[C:2]1[N:7]=[CH:6][C:5]([CH:8]=[O:9])=[CH:4][CH:3]=1.[N:10]1[CH:15]=[C:14](B(O)O)[CH:13]=[N:12][CH:11]=1. (4) Given the product [F:28][C:29]1[CH:30]=[C:31]([CH:35]=[CH:36][C:37]=1[F:38])[C:32]([N:4]1[C:5]2[C:10](=[CH:9][CH:8]=[CH:7][CH:6]=2)[NH:11][C:2](=[O:1])[C@H:3]1[CH2:12][C:13]([O:15][CH3:16])=[O:14])=[O:33], predict the reactants needed to synthesize it. The reactants are: [O:1]=[C:2]1[NH:11][C:10]2[C:5](=[CH:6][CH:7]=[CH:8][CH:9]=2)[NH:4][C@@H:3]1[CH2:12][C:13]([O:15][CH3:16])=[O:14].N1(C2C=CN=CC=2)CCCC1.[F:28][C:29]1[CH:30]=[C:31]([CH:35]=[CH:36][C:37]=1[F:38])[C:32](Cl)=[O:33].Cl. (5) Given the product [CH3:1][O:2][C:3](=[O:36])[CH2:4][CH:5]1[CH2:10][CH:9]([CH2:11][CH2:12][C:13]2[N:14]([CH:31]([CH3:32])[CH3:33])[C:15]([C:42](=[O:43])[NH2:41])=[C:16]([C:25]3[CH:30]=[CH:29][CH:28]=[CH:27][CH:26]=3)[C:17]=2[C:18]2[CH:23]=[CH:22][C:21]([F:24])=[CH:20][CH:19]=2)[O:8][C:7]([CH3:34])([CH3:35])[O:6]1, predict the reactants needed to synthesize it. The reactants are: [CH3:1][O:2][C:3](=[O:36])[CH2:4][CH:5]1[CH2:10][CH:9]([CH2:11][CH2:12][C:13]2[N:14]([CH:31]([CH3:33])[CH3:32])[CH:15]=[C:16]([C:25]3[CH:30]=[CH:29][CH:28]=[CH:27][CH:26]=3)[C:17]=2[C:18]2[CH:23]=[CH:22][C:21]([F:24])=[CH:20][CH:19]=2)[O:8][C:7]([CH3:35])([CH3:34])[O:6]1.ClS([N:41]=[C:42]=[O:43])(=O)=O.C([O-])(O)=O.[Na+]. (6) Given the product [CH2:1]([N:8]1[C:12]2[CH:13]=[C:14]3[C:18](=[CH:19][C:11]=2[NH:10][C:9]1=[O:28])[NH:17][N:16]=[C:15]3[C:34]1[CH:33]=[CH:32][N:31]=[C:30]([CH3:29])[CH:35]=1)[C:2]1[CH:7]=[CH:6][CH:5]=[CH:4][CH:3]=1, predict the reactants needed to synthesize it. The reactants are: [CH2:1]([N:8]1[C:12]2[CH:13]=[C:14]3[C:18](=[CH:19][C:11]=2[NH:10][C:9]1=[O:28])[N:17](C(OC(C)(C)C)=O)[N:16]=[C:15]3I)[C:2]1[CH:7]=[CH:6][CH:5]=[CH:4][CH:3]=1.[CH3:29][C:30]1[CH:35]=[C:34](B(O)O)[CH:33]=[CH:32][N:31]=1.C([O-])([O-])=O.[K+].[K+]. (7) Given the product [C:1]([C:3]1[CH:4]=[C:5]([C:13]([N:15]([CH2:17][CH:18]([C:22]2[CH:27]=[CH:26][C:25]([F:28])=[CH:24][CH:23]=2)[CH2:19][CH:20]=[O:33])[CH3:16])=[O:14])[C:6]2[C:11]([CH:12]=1)=[CH:10][CH:9]=[CH:8][CH:7]=2)#[N:2], predict the reactants needed to synthesize it. The reactants are: [C:1]([C:3]1[CH:4]=[C:5]([C:13]([N:15]([CH2:17][CH:18]([C:22]2[CH:27]=[CH:26][C:25]([F:28])=[CH:24][CH:23]=2)[CH2:19][CH:20]=C)[CH3:16])=[O:14])[C:6]2[C:11]([CH:12]=1)=[CH:10][CH:9]=[CH:8][CH:7]=2)#[N:2].C[N+]1([O-])CC[O:33]CC1.S(=O)(O)[O-].[Na+].I([O-])(=O)(=O)=O.[Na+].